This data is from Reaction yield outcomes from USPTO patents with 853,638 reactions. The task is: Predict the reaction yield, written as a fraction of the theoretical maximum amount of product (1.0 means a 100% yield; for example, 0.34 means a 34% yield). (1) The reactants are [F:1][C:2]1[N:6]([CH3:7])[N:5]=[C:4]([CH3:8])[C:3]=1[C:9]([NH:11][C:12]1[CH:17]=[CH:16][CH:15]=[CH:14][C:13]=1[C:18]([OH:24])([CH3:23])[CH2:19][CH:20]([CH3:22])[CH3:21])=O.C1(C)C=CC(S(O)(=O)=O)=CC=1.O. The catalyst is C1(C)C=CC=CC=1. The product is [F:1][C:2]1[N:6]([CH3:7])[N:5]=[C:4]([CH3:8])[C:3]=1[C:9]1[O:24][C:18]([CH2:19][CH:20]([CH3:21])[CH3:22])([CH3:23])[C:13]2[CH:14]=[CH:15][CH:16]=[CH:17][C:12]=2[N:11]=1. The yield is 0.630. (2) The reactants are [CH3:1][N:2]1[CH2:7][CH2:6][N:5]([C:8](=[O:21])[CH2:9][CH2:10][CH2:11][O:12][C:13]2[CH:14]=[C:15]([CH:18]=[CH:19][CH:20]=2)[CH:16]=O)[CH2:4][CH2:3]1.[CH:22]([C:24]1[CH:25]=C(C=C[CH:36]=1)OCCCC(O)=O)=O.CN1CCNCC1.CN(C)CCCN=C=NCC.O.O[N:57]1[C:61]2[CH:62]=[CH:63][CH:64]=[CH:65][C:60]=2[N:59]=N1. The catalyst is ClCCl.O. The product is [C:24]([C:63]1[CH:64]=[CH:65][C:60]2[NH:59][C:16]([C:15]3[CH:14]=[C:13]([CH:20]=[CH:19][CH:18]=3)[O:12][CH2:11][CH2:10][CH2:9][C:8]([N:5]3[CH2:6][CH2:7][N:2]([CH3:1])[CH2:3][CH2:4]3)=[O:21])=[N:57][C:61]=2[CH:62]=1)([CH3:25])([CH3:36])[CH3:22]. The yield is 0.620. (3) The reactants are [CH3:1][C:2]1[N:3]=[C:4]([N:12]2[CH2:16][CH2:15][N:14]([C:17]3[CH:22]=[CH:21][CH:20]=[CH:19][CH:18]=3)[C:13]2=[O:23])[S:5][C:6]=1[C:7]([O:9]CC)=[O:8].O.[OH-].[Li+]. The catalyst is O1CCCC1.CO.O. The product is [CH3:1][C:2]1[N:3]=[C:4]([N:12]2[CH2:16][CH2:15][N:14]([C:17]3[CH:18]=[CH:19][CH:20]=[CH:21][CH:22]=3)[C:13]2=[O:23])[S:5][C:6]=1[C:7]([OH:9])=[O:8]. The yield is 0.930. (4) The catalyst is C1COCC1. The product is [CH3:19][C@H:13]1[CH2:14][CH2:15][CH2:16][C@@H:17]([CH3:18])[N:12]1[C:10]1[N:8]2[CH:7]=[C:2]([F:1])[CH:3]=[CH:4][C:5]2=[N:6][N:41]=1. The reactants are [F:1][C:2]1[CH:3]=[CH:4][C:5]([N:8]([C:10]([N:12]2[C@H:17]([CH3:18])[CH2:16][CH2:15][CH2:14][C@@H:13]2[CH3:19])=O)N)=[N:6][CH:7]=1.C1(P(C2C=CC=CC=2)C2C=CC=CC=2)C=CC=CC=1.CC[N:41](CC)CC.ClC(Cl)(Cl)C(Cl)(Cl)Cl. The yield is 0.800.